This data is from Full USPTO retrosynthesis dataset with 1.9M reactions from patents (1976-2016). The task is: Predict the reactants needed to synthesize the given product. (1) Given the product [CH:21]1([CH2:26][C:27]([NH:1][C:2]2[CH:3]=[CH:4][C:5]([C:6]([O:8][CH3:9])=[O:7])=[CH:10][CH:11]=2)=[O:28])[CH2:25][CH2:24][CH2:23][CH2:22]1, predict the reactants needed to synthesize it. The reactants are: [NH2:1][C:2]1[CH:11]=[CH:10][C:5]([C:6]([O:8][CH3:9])=[O:7])=[CH:4][CH:3]=1.C(N(C(C)C)CC)(C)C.[CH:21]1([CH2:26][C:27](Cl)=[O:28])[CH2:25][CH2:24][CH2:23][CH2:22]1. (2) The reactants are: [CH3:1][O:2][C:3]1[CH:15]=[CH:14][C:6]([CH2:7][NH:8][C:9]2[S:10][CH:11]=[CH:12][N:13]=2)=[CH:5][CH:4]=1.C[Si]([N-][Si](C)(C)C)(C)C.[Li+].[Br:26][C:27]1[C:36]2[C:31](=[CH:32][C:33]([S:37](OC3C(F)=C(F)C(F)=C(F)C=3F)(=[O:39])=[O:38])=[CH:34][CH:35]=2)[CH:30]=[C:29]([Cl:52])[N:28]=1. Given the product [Br:26][C:27]1[C:36]2[C:31](=[CH:32][C:33]([S:37]([N:8]([CH2:7][C:6]3[CH:5]=[CH:4][C:3]([O:2][CH3:1])=[CH:15][CH:14]=3)[C:9]3[S:10][CH:11]=[CH:12][N:13]=3)(=[O:39])=[O:38])=[CH:34][CH:35]=2)[CH:30]=[C:29]([Cl:52])[N:28]=1, predict the reactants needed to synthesize it. (3) Given the product [NH2:1][CH:2]1[CH:6]([C:7]2[CH:12]=[CH:11][CH:10]=[C:9]([Br:13])[CH:8]=2)[CH2:5][N:4]([C:14]([O:16][C:17]([CH3:20])([CH3:19])[CH3:18])=[O:15])[CH2:3]1, predict the reactants needed to synthesize it. The reactants are: [NH2:1][C@H:2]1[C@H:6]([C:7]2[CH:12]=[CH:11][CH:10]=[C:9]([Br:13])[CH:8]=2)[CH2:5][N:4]([C:14]([O:16][C:17]([CH3:20])([CH3:19])[CH3:18])=[O:15])[CH2:3]1.ClC1C2C(=C(C(OC)=O)C=CC=2)N=CN=1. (4) Given the product [C:1]([NH:4][C:11]1[C:10]([F:15])=[CH:9][C:8]([Cl:7])=[CH:13][N:12]=1)(=[O:3])[CH3:2], predict the reactants needed to synthesize it. The reactants are: [C:1]([NH2:4])(=[O:3])[CH3:2].[H-].[Na+].[Cl:7][C:8]1[CH:9]=[C:10]([F:15])[C:11](F)=[N:12][CH:13]=1.[Cl-].[NH4+]. (5) Given the product [NH2:1][CH2:4][CH2:5][CH2:6][C:7]1([C:29]2[CH:34]=[CH:33][CH:32]=[CH:31][CH:30]=2)[N:11]([C:12]([N:14]([O:16][C:17]([CH3:20])([CH3:19])[CH3:18])[CH3:15])=[O:13])[N:10]=[C:9]([C:21]2[CH:26]=[C:25]([F:27])[CH:24]=[CH:23][C:22]=2[F:28])[S:8]1, predict the reactants needed to synthesize it. The reactants are: [N:1]([CH2:4][CH2:5][CH2:6][C:7]1([C:29]2[CH:34]=[CH:33][CH:32]=[CH:31][CH:30]=2)[N:11]([C:12]([N:14]([O:16][C:17]([CH3:20])([CH3:19])[CH3:18])[CH3:15])=[O:13])[N:10]=[C:9]([C:21]2[CH:26]=[C:25]([F:27])[CH:24]=[CH:23][C:22]=2[F:28])[S:8]1)=[N+]=[N-].Cl. (6) Given the product [C:1]([O:6][CH3:7])(=[O:5])[C:2]([CH3:4])=[CH2:3].[C:8]([OH:13])(=[O:14])/[CH:9]=[CH:10]\[C:11]([OH:27])=[O:12].[CH2:15]=[CH:16][C:17]1[CH:22]=[CH:21][CH:20]=[CH:19][CH:18]=1, predict the reactants needed to synthesize it. The reactants are: [C:1]([O:6][CH3:7])(=[O:5])[C:2]([CH3:4])=[CH2:3].[C:8]1(=[O:14])[O:13][C:11](=[O:12])[CH:10]=[CH:9]1.[CH2:15]=[CH:16][C:17]1[CH:22]=[CH:21][CH:20]=[CH:19][CH:18]=1.C(OC)(=[O:27])C(C)=C.C1(=O)OC(=O)C=C1.C=CC1C=CC=CC=1. (7) Given the product [Cl:12][C:11]1[N:10]=[C:17]([O:8][CH2:7][C@H:5]2[CH2:4][CH2:3][C:2]([CH3:9])([CH3:1])[O:6]2)[N:16]=[C:14]([N:31]2[CH2:32][CH2:33][CH:34]([C:37]3[C:45]4[C:40](=[N:41][CH:42]=[CH:43][CH:44]=4)[NH:39][N:38]=3)[CH2:35][CH2:36]2)[N:13]=1, predict the reactants needed to synthesize it. The reactants are: [CH3:1][C:2]1([CH3:9])[O:6][C@@H:5]([CH2:7][OH:8])[CH2:4][CH2:3]1.[N:10]1[C:17](Cl)=[N:16][C:14](Cl)=[N:13][C:11]=1[Cl:12].[Li+].C[Si]([N-][Si](C)(C)C)(C)C.Cl.Cl.[NH:31]1[CH2:36][CH2:35][CH:34]([C:37]2[C:45]3[C:40](=[N:41][CH:42]=[CH:43][CH:44]=3)[NH:39][N:38]=2)[CH2:33][CH2:32]1.CCN(C(C)C)C(C)C. (8) Given the product [C:18]1([NH:24][N:25]=[CH:12][C:11]2[CH:14]=[CH:15][CH:16]=[CH:17][C:10]=2[CH:3]2[C:2]([CH3:1])=[C:6]([CH3:7])[C:5]([CH3:8])=[C:4]2[CH3:9])[CH:23]=[CH:22][CH:21]=[CH:20][CH:19]=1, predict the reactants needed to synthesize it. The reactants are: [CH3:1][C:2]1[CH:3]([C:10]2[CH:17]=[CH:16][CH:15]=[CH:14][C:11]=2[CH:12]=O)[C:4]([CH3:9])=[C:5]([CH3:8])[C:6]=1[CH3:7].[C:18]1([NH:24][NH2:25])[CH:23]=[CH:22][CH:21]=[CH:20][CH:19]=1.